This data is from Reaction yield outcomes from USPTO patents with 853,638 reactions. The task is: Predict the reaction yield, written as a fraction of the theoretical maximum amount of product (1.0 means a 100% yield; for example, 0.34 means a 34% yield). (1) The reactants are P([O-])([O-])([O-])=O.[K+].[K+].[K+].Cl[C:10]1[N:15]=[CH:14][C:13]2[O:16][C:17]3[C:22]([C@@:23]4([CH2:28][CH2:27][O:26][C:25]([NH2:29])=[N:24]4)[C:12]=2[CH:11]=1)=[CH:21][C:20]([NH2:30])=[CH:19][CH:18]=3.[O:31]1[CH2:36][CH2:35][CH:34]=[C:33](B2OC(C)(C)C(C)(C)O2)[CH2:32]1. The catalyst is O1CCOCC1.O. The product is [O:31]1[CH2:36][CH2:35][CH:34]=[C:33]([C:10]2[N:15]=[CH:14][C:13]3[O:16][C:17]4[C:22]([C@@:23]5([CH2:28][CH2:27][O:26][C:25]([NH2:29])=[N:24]5)[C:12]=3[CH:11]=2)=[CH:21][C:20]([NH2:30])=[CH:19][CH:18]=4)[CH2:32]1. The yield is 0.748. (2) The reactants are N[CH2:2][CH2:3][N:4]1[CH:8]=[C:7]([N:9]2[C:17]3[C:12](=[CH:13][CH:14]=[C:15]([Cl:19])[C:16]=3[F:18])[C:11]([S:20][C:21]3[C:22]([F:32])=[C:23]([CH:29]=[CH:30][CH:31]=3)[C:24]([O:26][CH2:27][CH3:28])=[O:25])=[C:10]2[CH:33]2[CH2:35][CH2:34]2)[CH:6]=[N:5]1.C([O-])([O-])=O.[Cs+].[Cs+].BrCC[CH2:45][C:46]([O:48][C:49]([CH3:52])([CH3:51])[CH3:50])=[O:47]. The catalyst is CN(C=O)C. The product is [C:49]([O:48][C:46](=[O:47])[CH2:45][CH2:2][CH2:3][N:4]1[CH:8]=[C:7]([N:9]2[C:17]3[C:12](=[CH:13][CH:14]=[C:15]([Cl:19])[C:16]=3[F:18])[C:11]([S:20][C:21]3[C:22]([F:32])=[C:23]([CH:29]=[CH:30][CH:31]=3)[C:24]([O:26][CH2:27][CH3:28])=[O:25])=[C:10]2[CH:33]2[CH2:35][CH2:34]2)[CH:6]=[N:5]1)([CH3:52])([CH3:51])[CH3:50]. The yield is 0.700. (3) The reactants are [Cl-].O[NH3+:3].[C:4](=[O:7])([O-])[OH:5].[Na+].CS(C)=O.[F:13][CH2:14][C:15]([OH:53])([CH3:52])[CH2:16][O:17][C@H:18]1[CH2:23][CH2:22][C@H:21]([N:24]2[C:29](=[O:30])[C:28]([CH2:31][C:32]3[CH:37]=[CH:36][C:35]([C:38]4[C:39]([C:44]#[N:45])=[CH:40][CH:41]=[CH:42][CH:43]=4)=[CH:34][CH:33]=3)=[C:27]([CH2:46][CH2:47][CH3:48])[N:26]3[N:49]=[CH:50][N:51]=[C:25]23)[CH2:20][CH2:19]1. The catalyst is O.C(OCC)(=O)C. The product is [F:13][CH2:14][C:15]([OH:53])([CH3:52])[CH2:16][O:17][C@H:18]1[CH2:23][CH2:22][C@H:21]([N:24]2[C:29](=[O:30])[C:28]([CH2:31][C:32]3[CH:37]=[CH:36][C:35]([C:38]4[CH:43]=[CH:42][CH:41]=[CH:40][C:39]=4[C:44]4[NH:3][C:4](=[O:7])[O:5][N:45]=4)=[CH:34][CH:33]=3)=[C:27]([CH2:46][CH2:47][CH3:48])[N:26]3[N:49]=[CH:50][N:51]=[C:25]23)[CH2:20][CH2:19]1. The yield is 0.700. (4) The reactants are Cl.[NH2:2][C:3]1[CH:34]=[CH:33][C:6]2[NH:7][C:8]([C:13]3[C:14](=[O:32])[C:15]([CH2:25][CH:26]4[CH2:31][CH2:30][CH2:29][CH2:28][CH2:27]4)([CH3:24])[C:16]4[C:21]([C:22]=3[OH:23])=[CH:20][CH:19]=[CH:18][CH:17]=4)=[N:9][S:10](=[O:12])(=[O:11])[C:5]=2[CH:4]=1.[S:35](Cl)([CH3:38])(=[O:37])=[O:36].N1C=CC=CC=1. The catalyst is CC(C)=O. The product is [CH:26]1([CH2:25][C:15]2([CH3:24])[C:16]3[C:21](=[CH:20][CH:19]=[CH:18][CH:17]=3)[C:22]([OH:23])=[C:13]([C:8]3[NH:7][C:6]4[CH:33]=[CH:34][C:3]([NH:2][S:35]([CH3:38])(=[O:37])=[O:36])=[CH:4][C:5]=4[S:10](=[O:12])(=[O:11])[N:9]=3)[C:14]2=[O:32])[CH2:31][CH2:30][CH2:29][CH2:28][CH2:27]1. The yield is 0.420. (5) The reactants are CS[C:3]([S:16][CH3:17])=[CH:4][C:5]([CH:7]1[CH:15]2[CH:8]1[CH2:9][C:10]1([CH2:14]2)[CH2:13][O:12][CH2:11]1)=[O:6].[F:18][CH:19]([F:37])[O:20][C:21]1[C:22]([NH2:36])=[N:23][CH:24]=[C:25](B2OC(C)(C)C(C)(C)O2)[CH:26]=1.C(=O)([O-])[O-].[Cs+].[Cs+]. The catalyst is S1C=CC=C1C([O-])=O.[Cu+].Cl[Pd](Cl)([P](C1C=CC=CC=1)(C1C=CC=CC=1)C1C=CC=CC=1)[P](C1C=CC=CC=1)(C1C=CC=CC=1)C1C=CC=CC=1.O1CCCC1.O. The product is [NH2:36][C:22]1[N:23]=[CH:24][C:25](/[C:3](/[S:16][CH3:17])=[CH:4]\[C:5]([CH:7]2[CH:15]3[CH:8]2[CH2:9][C:10]2([CH2:14]3)[CH2:13][O:12][CH2:11]2)=[O:6])=[CH:26][C:21]=1[O:20][CH:19]([F:37])[F:18]. The yield is 0.230. (6) The reactants are C1(P(C2C=CC=CC=2)C2C=CC=CC=2)C=CC=CC=1.CC(OC(/N=N/C(OC(C)C)=O)=O)C.[C:34]([O:38][CH2:39][CH3:40])(=[O:37])[CH2:35][OH:36].O[C:42]1[CH:52]=[N:51][CH:50]=[CH:49][C:43]=1[C:44]([O:46][CH2:47][CH3:48])=[O:45]. The catalyst is C1COCC1. The product is [CH2:39]([O:38][C:34](=[O:37])[CH2:35][O:36][C:42]1[CH:52]=[N:51][CH:50]=[CH:49][C:43]=1[C:44]([O:46][CH2:47][CH3:48])=[O:45])[CH3:40]. The yield is 0.760. (7) The reactants are Cl[C:2]1[CH:10]=[CH:9]C=C(Cl)[C:3]=1[C:4]([OH:6])=[O:5].OO.C1CCCCC=1.[C:20]([O-:23])([OH:22])=O.[Na+]. The catalyst is CC#N.CCOCC.O. The product is [C:4]([OH:6])(=[O:5])[CH2:3][CH2:2][CH2:10][CH2:9][C:20]([OH:23])=[O:22]. The yield is 0.180. (8) The reactants are [CH:1]([O:4][C:5]1[CH:6]=[C:7]2[C:11](=[CH:12][CH:13]=1)[NH:10][C:9](=[O:14])[CH2:8]2)([CH3:3])[CH3:2].[CH3:15][C:16]1[NH:17][C:18]([CH:21]=O)=[CH:19][N:20]=1.N1CCCCC1. The catalyst is C(O)C. The product is [CH:1]([O:4][C:5]1[CH:6]=[C:7]2[C:11](=[CH:12][CH:13]=1)[NH:10][C:9](=[O:14])/[C:8]/2=[CH:21]\[C:18]1[NH:17][C:16]([CH3:15])=[N:20][CH:19]=1)([CH3:3])[CH3:2]. The yield is 0.410. (9) The reactants are Br[C:2]1[CH:3]=[C:4]2[C:10]([C:11]([O:13][CH3:14])=[O:12])=[N:9][N:8]([S:15]([C:18]3[CH:23]=[CH:22][C:21]([CH3:24])=[CH:20][CH:19]=3)(=[O:17])=[O:16])[C:5]2=[N:6][CH:7]=1.ClCCl.[I-].[C:29]([O:33][C:34]([N:36]1[CH2:39][CH:38]([Zn+])[CH2:37]1)=[O:35])([CH3:32])([CH3:31])[CH3:30].O. The catalyst is CN(C)C(=O)C.[Cu]I. The product is [C:29]([O:33][C:34]([N:36]1[CH2:39][CH:38]([C:2]2[CH:3]=[C:4]3[C:10]([C:11]([O:13][CH3:14])=[O:12])=[N:9][N:8]([S:15]([C:18]4[CH:23]=[CH:22][C:21]([CH3:24])=[CH:20][CH:19]=4)(=[O:17])=[O:16])[C:5]3=[N:6][CH:7]=2)[CH2:37]1)=[O:35])([CH3:32])([CH3:30])[CH3:31]. The yield is 0.480.